Dataset: Forward reaction prediction with 1.9M reactions from USPTO patents (1976-2016). Task: Predict the product of the given reaction. (1) Given the reactants [S:1]([CH2:5][CH2:6][OH:7])([O-:4])(=[O:3])=[O:2].[Na+:8].[CH:9]1([C:15](O)=[O:16])[CH2:14][CH2:13][CH2:12][CH2:11][CH2:10]1.S(C1C=CC(C)=CC=1)(O)(=O)=O, predict the reaction product. The product is: [CH:9]1([C:15]([O:7][CH2:6][CH2:5][S:1]([O-:4])(=[O:3])=[O:2])=[O:16])[CH2:14][CH2:13][CH2:12][CH2:11][CH2:10]1.[Na+:8]. (2) Given the reactants [BH4-].[Na+].[CH2:3]([N:10]1[C:18]2[C:13](=[N:14][C:15]([Cl:19])=[CH:16][CH:17]=2)[CH:12]=[C:11]1[CH:20]=[O:21])[C:4]1[CH:9]=[CH:8][CH:7]=[CH:6][CH:5]=1, predict the reaction product. The product is: [CH2:3]([N:10]1[C:18]2[C:13](=[N:14][C:15]([Cl:19])=[CH:16][CH:17]=2)[CH:12]=[C:11]1[CH2:20][OH:21])[C:4]1[CH:5]=[CH:6][CH:7]=[CH:8][CH:9]=1. (3) The product is: [CH3:29][C:26]([O:25][C:23]([N:20]1[CH2:19][CH2:18][C:17]2[CH:30]=[CH:31][C:14]([O:13][C:4]3[CH:5]=[CH:6][C:7]([C:9]([OH:11])=[O:10])=[CH:8][C:3]=3[O:2][CH3:1])=[CH:15][C:16]=2[CH2:22][CH2:21]1)=[O:24])([CH3:27])[CH3:28]. Given the reactants [CH3:1][O:2][C:3]1[CH:8]=[C:7]([C:9]([O:11]C)=[O:10])[CH:6]=[CH:5][C:4]=1[O:13][C:14]1[CH:31]=[CH:30][C:17]2[CH2:18][CH2:19][N:20]([C:23]([O:25][C:26]([CH3:29])([CH3:28])[CH3:27])=[O:24])[CH2:21][CH2:22][C:16]=2[CH:15]=1.[OH-].[Na+].Cl, predict the reaction product. (4) Given the reactants [Cl:1][C:2]1[CH:3]=[C:4]([CH:14]=[C:15]([OH:17])[CH:16]=1)[C:5]([N:7]([CH:11]([CH3:13])[CH3:12])[CH:8]([CH3:10])[CH3:9])=[O:6].[N:18]1[CH:23]=[CH:22][C:21]([NH:24][CH:25]([CH2:28][CH3:29])[CH2:26]O)=[CH:20][CH:19]=1.C1(P(C2C=CC=CC=2)C2C=CC=CC=2)C=CC=CC=1.N(C(OC(C)C)=O)=NC(OC(C)C)=O, predict the reaction product. The product is: [NH3:7].[ClH:1].[Cl:1][C:2]1[CH:3]=[C:4]([CH:14]=[C:15]([O:17][CH2:26][CH:25]([NH:24][C:21]2[CH:20]=[CH:19][N:18]=[CH:23][CH:22]=2)[CH2:28][CH3:29])[CH:16]=1)[C:5]([N:7]([CH:8]([CH3:9])[CH3:10])[CH:11]([CH3:12])[CH3:13])=[O:6]. (5) Given the reactants [OH-].[Na+].C([O:5][C:6]([C:8]1[NH:9][CH:10]=[C:11]([CH2:13][CH2:14][C:15]2[CH:20]=[CH:19][CH:18]=[CH:17][C:16]=2[Br:21])[CH:12]=1)=[O:7])C, predict the reaction product. The product is: [Br:21][C:16]1[CH:17]=[CH:18][CH:19]=[CH:20][C:15]=1[CH2:14][CH2:13][C:11]1[CH:12]=[C:8]([C:6]([OH:7])=[O:5])[NH:9][CH:10]=1.